This data is from Catalyst prediction with 721,799 reactions and 888 catalyst types from USPTO. The task is: Predict which catalyst facilitates the given reaction. Reactant: [ClH:1].Cl.[NH2:3][C:4]1[CH:23]=[CH:22][C:7]2[CH:8]=[C:9]([C:11]([NH:13][C@@H:14]3[CH:19]4[CH2:20][CH2:21][N:16]([CH2:17][CH2:18]4)[CH2:15]3)=[O:12])[S:10][C:6]=2[CH:5]=1.C(N(CC)CC)C.[C:31]([C:33]1[CH:34]=[C:35]([N:39]=[C:40]=[O:41])[CH:36]=[CH:37][CH:38]=1)#[N:32]. Product: [ClH:1].[N:16]12[CH2:21][CH2:20][CH:19]([CH2:18][CH2:17]1)[C@@H:14]([NH:13][C:11]([C:9]1[S:10][C:6]3[CH:5]=[C:4]([NH:3][C:40]([NH:39][C:35]4[CH:36]=[CH:37][CH:38]=[C:33]([C:31]#[N:32])[CH:34]=4)=[O:41])[CH:23]=[CH:22][C:7]=3[CH:8]=1)=[O:12])[CH2:15]2. The catalyst class is: 1.